Dataset: CYP2C9 inhibition data for predicting drug metabolism from PubChem BioAssay. Task: Regression/Classification. Given a drug SMILES string, predict its absorption, distribution, metabolism, or excretion properties. Task type varies by dataset: regression for continuous measurements (e.g., permeability, clearance, half-life) or binary classification for categorical outcomes (e.g., BBB penetration, CYP inhibition). Dataset: cyp2c9_veith. (1) The result is 0 (non-inhibitor). The compound is COc1ccc(-c2nc3cnc(N4CCOCC4)nc3n(CCc3ccccc3)c2=O)cc1. (2) The compound is Cc1ccc2oc(-c3cccc(NC(=S)NC(=O)/C=C/c4ccco4)c3)nc2c1. The result is 1 (inhibitor). (3) The molecule is O=P(O)(CCc1ccccc1)C(O)c1ccccc1. The result is 0 (non-inhibitor). (4) The compound is O=C(O)Cn1c(-c2ccccc2)nc2ccccc21. The result is 0 (non-inhibitor). (5) The compound is O=c1c(CCc2ccccc2)nc2cnc(Oc3ccccc3)nc2n1C[C@H]1CCCO1. The result is 1 (inhibitor).